This data is from Full USPTO retrosynthesis dataset with 1.9M reactions from patents (1976-2016). The task is: Predict the reactants needed to synthesize the given product. (1) Given the product [F:2][C:3]1[CH:21]=[CH:20][CH:19]=[CH:18][C:4]=1[CH2:5][N:6]1[C:10]2=[N:11][CH:12]=[CH:13][CH:14]=[C:9]2[C:8]([C:15](=[NH:16])[NH:17][NH2:24])=[N:7]1, predict the reactants needed to synthesize it. The reactants are: Cl.[F:2][C:3]1[CH:21]=[CH:20][CH:19]=[CH:18][C:4]=1[CH2:5][N:6]1[C:10]2=[N:11][CH:12]=[CH:13][CH:14]=[C:9]2[C:8]([C:15](=[NH:17])[NH2:16])=[N:7]1.C([N:24](CC)CC)C.O.NN. (2) Given the product [OH:26][CH2:25][CH2:27][NH:28][C:3]([C:5]1[S:9][C:8](/[CH:10]=[CH:11]/[C:12]2[C:13]([C:18]3[CH:19]=[CH:20][CH:21]=[CH:22][CH:23]=3)=[N:14][O:15][C:16]=2[CH3:17])=[N:7][C:6]=1[CH3:24])=[O:4], predict the reactants needed to synthesize it. The reactants are: CO[C:3]([C:5]1[S:9][C:8](/[CH:10]=[CH:11]/[C:12]2[C:13]([C:18]3[CH:23]=[CH:22][CH:21]=[CH:20][CH:19]=3)=[N:14][O:15][C:16]=2[CH3:17])=[N:7][C:6]=1[CH3:24])=[O:4].[CH2:25]([CH2:27][NH2:28])[OH:26]. (3) Given the product [Br:11][C:8]1[CH:9]=[CH:10][C:2]2[NH:1][C:19](=[O:21])[O:5][C:4](=[O:6])[C:3]=2[CH:7]=1, predict the reactants needed to synthesize it. The reactants are: [NH2:1][C:2]1[CH:10]=[CH:9][C:8]([Br:11])=[CH:7][C:3]=1[C:4]([OH:6])=[O:5].N1C=CC=CC=1.Cl[C:19](Cl)([O:21]C(=O)OC(Cl)(Cl)Cl)Cl. (4) Given the product [CH3:36][C:34]1[N:33]([C:37]2[CH:42]=[CH:41][CH:40]=[CH:39][CH:38]=2)[C:32]([C:43]2[CH:44]=[CH:45][CH:46]=[CH:47][CH:48]=2)=[C:31]([C:29]([N:28]2[CH2:27][CH2:26][N:25]([C:49]([O:51][C:52]([CH3:55])([CH3:54])[CH3:53])=[O:50])[CH2:24][C@H:23]2/[CH:21]=[CH:1]/[C:2]2[CH:3]=[CH:4][CH:5]=[CH:6][CH:7]=2)=[O:30])[CH:35]=1, predict the reactants needed to synthesize it. The reactants are: [CH2:1](P(=O)(OCC)OCC)[C:2]1[CH:7]=[CH:6][CH:5]=[CH:4][CH:3]=1.C([Li])CCC.[CH:21]([C@H:23]1[N:28]([C:29]([C:31]2[CH:35]=[C:34]([CH3:36])[N:33]([C:37]3[CH:42]=[CH:41][CH:40]=[CH:39][CH:38]=3)[C:32]=2[C:43]2[CH:48]=[CH:47][CH:46]=[CH:45][CH:44]=2)=[O:30])[CH2:27][CH2:26][N:25]([C:49]([O:51][C:52]([CH3:55])([CH3:54])[CH3:53])=[O:50])[CH2:24]1)=O.[Cl-].[NH4+]. (5) Given the product [C:1]1(=[O:6])[CH2:5][CH2:4][CH2:3][CH2:2]1.[CH:11]1([OH:12])[CH2:10][CH2:9][CH2:8][CH2:1]1.[CH:1]1([O:14][OH:15])[CH2:5][CH2:4][CH2:3][CH2:2]1, predict the reactants needed to synthesize it. The reactants are: [CH2:1]1[CH2:5][CH2:4][CH2:3][CH2:2]1.[OH:6]N1[C:11](=[O:12])[CH2:10][CH2:9][C:8]1=O.[O:14]=[O:15].